Task: Predict the reaction yield, written as a fraction of the theoretical maximum amount of product (1.0 means a 100% yield; for example, 0.34 means a 34% yield).. Dataset: Reaction yield outcomes from USPTO patents with 853,638 reactions (1) The reactants are C(OC([N:8]1[CH2:12][CH2:11][CH2:10][CH:9]1[C:13](=[O:32])[NH:14][C:15]1[CH:20]=[CH:19][C:18]([C:21]2[CH:26]=[CH:25][CH:24]=[CH:23][C:22]=2[S:27]([CH3:30])(=[O:29])=[O:28])=[CH:17][C:16]=1[CH3:31])=O)(C)(C)C.FC(F)(F)C(O)=O. The catalyst is C(Cl)Cl. The product is [CH3:30][S:27]([C:22]1[CH:23]=[CH:24][CH:25]=[CH:26][C:21]=1[C:18]1[CH:19]=[CH:20][C:15]([NH:14][C:13]([CH:9]2[CH2:10][CH2:11][CH2:12][NH:8]2)=[O:32])=[C:16]([CH3:31])[CH:17]=1)(=[O:29])=[O:28]. The yield is 0.930. (2) The reactants are C[O:2][C:3]([C:5]1[CH:6]=[N:7][C:8]([O:11][C:12]2[CH:17]=[CH:16][CH:15]=[CH:14][CH:13]=2)=[N:9][CH:10]=1)=[O:4].[Li+].[OH-]. The catalyst is C1COCC1.O. The product is [O:11]([C:8]1[N:7]=[CH:6][C:5]([C:3]([OH:4])=[O:2])=[CH:10][N:9]=1)[C:12]1[CH:13]=[CH:14][CH:15]=[CH:16][CH:17]=1. The yield is 0.730. (3) The reactants are Cl[C:2]1[CH:18]=[C:17]([NH:19][CH:20]2[CH2:22][CH2:21]2)[C:5]([C:6]([NH:8][CH:9]2[CH2:14][CH2:13][C:12]([OH:16])([CH3:15])[CH2:11][CH2:10]2)=[O:7])=[CH:4][N:3]=1.[S:23]1[C:27]2[CH:28]=[C:29]([NH2:32])[CH:30]=[CH:31][C:26]=2[N:25]=[CH:24]1.CC1(C)C2C(=C(P(C3C=CC=CC=3)C3C=CC=CC=3)C=CC=2)OC2C(P(C3C=CC=CC=3)C3C=CC=CC=3)=CC=CC1=2.C(=O)([O-])[O-].[Na+].[Na+]. The catalyst is O1CCOCC1.C1C=CC(/C=C/C(/C=C/C2C=CC=CC=2)=O)=CC=1.C1C=CC(/C=C/C(/C=C/C2C=CC=CC=2)=O)=CC=1.C1C=CC(/C=C/C(/C=C/C2C=CC=CC=2)=O)=CC=1.[Pd].[Pd]. The product is [S:23]1[C:27]2[CH:28]=[C:29]([NH:32][C:2]3[CH:18]=[C:17]([NH:19][CH:20]4[CH2:22][CH2:21]4)[C:5]([C:6]([NH:8][CH:9]4[CH2:14][CH2:13][C:12]([OH:16])([CH3:15])[CH2:11][CH2:10]4)=[O:7])=[CH:4][N:3]=3)[CH:30]=[CH:31][C:26]=2[N:25]=[CH:24]1. The yield is 0.0500. (4) The reactants are [CH3:1][CH:2]([CH3:33])[C@H:3]([N:7]([CH2:15][C:16]1[CH:21]=[CH:20][C:19]([C:22]2[CH:27]=[CH:26][CH:25]=[CH:24][C:23]=2[C:28]2[NH:32][N:31]=[N:30][N:29]=2)=[CH:18][CH:17]=1)[C:8]([C:10]1S[CH:12]=[CH:13][CH:14]=1)=[O:9])[C:4]([OH:6])=[O:5]. The catalyst is CO.[Ni].[H][H]. The product is [CH3:33][CH:2]([CH3:1])[C@H:3]([N:7]([C:8](=[O:9])[CH2:10][CH2:14][CH2:13][CH3:12])[CH2:15][C:16]1[CH:21]=[CH:20][C:19]([C:22]2[CH:27]=[CH:26][CH:25]=[CH:24][C:23]=2[C:28]2[NH:32][N:31]=[N:30][N:29]=2)=[CH:18][CH:17]=1)[C:4]([OH:6])=[O:5]. The yield is 0.900. (5) The reactants are C(OC([N:11]1[CH2:16][CH2:15][CH:14]([C:17](=[O:36])[NH:18][C:19]2[CH:24]=[C:23]([C:25]3[CH:30]=[CH:29][CH:28]=[CH:27][C:26]=3[O:31][CH2:32][CH:33]3[CH2:35][CH2:34]3)[N:22]=[CH:21][N:20]=2)[CH2:13][CH2:12]1)=O)C1C=CC=CC=1. The catalyst is CO.[Pd]. The product is [CH:33]1([CH2:32][O:31][C:26]2[CH:27]=[CH:28][CH:29]=[CH:30][C:25]=2[C:23]2[N:22]=[CH:21][N:20]=[C:19]([NH:18][C:17]([CH:14]3[CH2:13][CH2:12][NH:11][CH2:16][CH2:15]3)=[O:36])[CH:24]=2)[CH2:34][CH2:35]1. The yield is 0.370. (6) The reactants are [Si:1]([O:8][CH2:9][CH2:10][CH2:11][CH2:12][CH2:13][CH2:14][NH:15][CH:16]1[CH2:21][CH2:20][CH2:19][CH2:18][CH2:17]1)([C:4]([CH3:7])([CH3:6])[CH3:5])([CH3:3])[CH3:2].[N:22]([C:25]([CH3:28])([CH3:27])[CH3:26])=[C:23]=[O:24]. The catalyst is O1CCCC1. The product is [C:25]([NH:22][C:23](=[O:24])[N:15]([CH2:14][CH2:13][CH2:12][CH2:11][CH2:10][CH2:9][O:8][Si:1]([C:4]([CH3:7])([CH3:6])[CH3:5])([CH3:3])[CH3:2])[CH:16]1[CH2:17][CH2:18][CH2:19][CH2:20][CH2:21]1)([CH3:28])([CH3:27])[CH3:26]. The yield is 1.14. (7) The catalyst is C(O)C.N1CCCCC1.C(O)(=O)C. The reactants are [F:1][C:2]1[CH:3]=[C:4]([CH:7]=[CH:8][C:9]=1[F:10])[CH:5]=O.[CH3:11][O:12][C:13](=[O:18])[CH2:14][C:15](=[O:17])[CH3:16]. The yield is 0.900. The product is [CH3:11][O:12][C:13](=[O:18])/[C:14](=[CH:5]\[C:4]1[CH:7]=[CH:8][C:9]([F:10])=[C:2]([F:1])[CH:3]=1)/[C:15](=[O:17])[CH3:16].